This data is from Reaction yield outcomes from USPTO patents with 853,638 reactions. The task is: Predict the reaction yield, written as a fraction of the theoretical maximum amount of product (1.0 means a 100% yield; for example, 0.34 means a 34% yield). The reactants are [C:1]1([CH:7]2[CH2:23][CH2:22][N:10]3[C:11](=[O:21])[CH:12]=[C:13]([C:15]4[CH:20]=[CH:19][N:18]=[CH:17][CH:16]=4)[N:14]=[C:9]3[NH:8]2)[CH:6]=[CH:5][CH:4]=[CH:3][CH:2]=1.[H-].[Na+].Br[CH2:27][C:28]([C:30]1[CH:35]=[CH:34][CH:33]=[CH:32][CH:31]=1)=[O:29].[ClH:36]. The catalyst is CN(C)C=O.C(O)C.C(O)(C)C.O. The product is [ClH:36].[O:29]=[C:28]([C:30]1[CH:35]=[CH:34][CH:33]=[CH:32][CH:31]=1)[CH2:27][N:8]1[C:9]2=[N:14][C:13]([C:15]3[CH:20]=[CH:19][N:18]=[CH:17][CH:16]=3)=[CH:12][C:11](=[O:21])[N:10]2[CH2:22][CH2:23][CH:7]1[C:1]1[CH:2]=[CH:3][CH:4]=[CH:5][CH:6]=1. The yield is 0.390.